From a dataset of Full USPTO retrosynthesis dataset with 1.9M reactions from patents (1976-2016). Predict the reactants needed to synthesize the given product. (1) Given the product [F:1][C:2]1[C:3]([CH:9]=[O:22])=[N:4][CH:5]=[C:6]([F:8])[CH:7]=1, predict the reactants needed to synthesize it. The reactants are: [F:1][C:2]1[C:3]([C:9]#N)=[N:4][CH:5]=[C:6]([F:8])[CH:7]=1.CC(C[AlH]CC(C)C)C.Cl.C([O-])(O)=[O:22].[Na+]. (2) Given the product [F:22][C:23]1[C:31]([F:32])=[CH:30][C:29]([OH:33])=[CH:28][C:24]=1[C:25]([OH:27])=[O:26], predict the reactants needed to synthesize it. The reactants are: O.O.O.[F-].C([N+](CCCC)(CCCC)CCCC)CCC.[F:22][C:23]1[C:31]([F:32])=[CH:30][C:29]([O:33][Si](C(C)C)(C(C)C)C(C)C)=[CH:28][C:24]=1[C:25]([OH:27])=[O:26].O.